Dataset: Catalyst prediction with 721,799 reactions and 888 catalyst types from USPTO. Task: Predict which catalyst facilitates the given reaction. (1) Reactant: [CH2:1]([C@@H:3]1[CH2:24][O:23][C:6]2=[C:7]3[C:12](=[CH:13][CH:14]=[C:5]2[NH:4]1)[N:11]=[C:10]([O:15][CH:16]([CH3:18])[CH3:17])[CH:9]=[C:8]3[C:19]([F:22])([F:21])[F:20])[CH3:2].C([O-])([O-])=O.[K+].[K+].[CH2:31](Br)[C:32](=[CH2:34])[CH3:33].O. Product: [CH2:1]([C@@H:3]1[CH2:24][O:23][C:6]2=[C:7]3[C:12](=[CH:13][CH:14]=[C:5]2[N:4]1[CH2:33][C:32](=[CH2:31])[CH3:34])[N:11]=[C:10]([O:15][CH:16]([CH3:18])[CH3:17])[CH:9]=[C:8]3[C:19]([F:21])([F:22])[F:20])[CH3:2]. The catalyst class is: 3. (2) Reactant: [CH:1]1[C:11]2[CH2:10][C:9]3([CH2:15][CH2:14][CH:13]([N:16]4[CH2:21][CH:20]=[C:19]([C:22]([O:24]C)=[O:23])[CH2:18][CH2:17]4)[CH2:12]3)[C:8]3[CH:26]=[CH:27][CH:28]=[CH:29][C:7]=3[O:6][C:5]=2[CH:4]=[CH:3][CH:2]=1.O.[OH-].[Li+]. Product: [CH:1]1[C:11]2[CH2:10][C:9]3([CH2:15][CH2:14][CH:13]([N:16]4[CH2:17][CH:18]=[C:19]([C:22]([OH:24])=[O:23])[CH2:20][CH2:21]4)[CH2:12]3)[C:8]3[CH:26]=[CH:27][CH:28]=[CH:29][C:7]=3[O:6][C:5]=2[CH:4]=[CH:3][CH:2]=1. The catalyst class is: 5. (3) Reactant: [CH3:1][C:2]1[O:3][CH:4]=[C:5]([C:7]([Cl:9])=[O:8])[N:6]=1.[NH2:10][C:11]1[C:20]2[C:15](=[CH:16][C:17]([O:23][CH3:24])=[C:18]([O:21][CH3:22])[CH:19]=2)[N:14]=[C:13]([N:25]2[CH2:30][CH2:29][NH:28][CH2:27][CH2:26]2)[N:12]=1. Product: [ClH:9].[NH2:10][C:11]1[C:20]2[C:15](=[CH:16][C:17]([O:23][CH3:24])=[C:18]([O:21][CH3:22])[CH:19]=2)[N:14]=[C:13]([N:25]2[CH2:30][CH2:29][N:28]([C:7]([C:5]3[N:6]=[C:2]([CH3:1])[O:3][CH:4]=3)=[O:8])[CH2:27][CH2:26]2)[N:12]=1. The catalyst class is: 12. (4) Reactant: Cl.Cl.[O:3]1[C:7]2[CH:8]=[CH:9][C:10]([C:12]3([CH2:18][CH2:19][N:20]4[CH:25]5[CH2:26][CH2:27][CH:21]4[CH2:22][CH:23]([N:28]4[C:32]6[CH:33]=[CH:34][CH:35]=[CH:36][C:31]=6[N:30]=[C:29]4[CH3:37])[CH2:24]5)[CH2:17][CH2:16][NH:15][CH2:14][CH2:13]3)=[CH:11][C:6]=2[O:5][CH2:4]1.C(N(CC)CC)C.[OH:45][C:46]([CH3:51])([CH3:50])[C:47](O)=[O:48].F[P-](F)(F)(F)(F)F.N1(OC(N(C)C)=[N+](C)C)C2N=CC=CC=2N=N1. Product: [O:3]1[C:7]2[CH:8]=[CH:9][C:10]([C:12]3([CH2:18][CH2:19][N:20]4[C@H:25]5[CH2:26][CH2:27][C@@H:21]4[CH2:22][CH:23]([N:28]4[C:32]6[CH:33]=[CH:34][CH:35]=[CH:36][C:31]=6[N:30]=[C:29]4[CH3:37])[CH2:24]5)[CH2:13][CH2:14][N:15]([C:47](=[O:48])[C:46]([CH3:51])([OH:45])[CH3:50])[CH2:16][CH2:17]3)=[CH:11][C:6]=2[O:5][CH2:4]1. The catalyst class is: 35.